This data is from NCI-60 drug combinations with 297,098 pairs across 59 cell lines. The task is: Regression. Given two drug SMILES strings and cell line genomic features, predict the synergy score measuring deviation from expected non-interaction effect. Drug 1: CCCCCOC(=O)NC1=NC(=O)N(C=C1F)C2C(C(C(O2)C)O)O. Drug 2: C1CC(=O)NC(=O)C1N2C(=O)C3=CC=CC=C3C2=O. Cell line: A498. Synergy scores: CSS=5.39, Synergy_ZIP=-3.35, Synergy_Bliss=-5.53, Synergy_Loewe=-4.36, Synergy_HSA=-3.86.